From a dataset of Retrosynthesis with 50K atom-mapped reactions and 10 reaction types from USPTO. Predict the reactants needed to synthesize the given product. The reactants are: COc1ccc2c(c1)CCn1c-2cc(Nc2cccc([N+](=O)[O-])c2)nc1=O. Given the product COc1ccc2c(c1)CCn1c-2cc(Nc2cccc(N)c2)nc1=O, predict the reactants needed to synthesize it.